Dataset: Reaction yield outcomes from USPTO patents with 853,638 reactions. Task: Predict the reaction yield, written as a fraction of the theoretical maximum amount of product (1.0 means a 100% yield; for example, 0.34 means a 34% yield). (1) The reactants are [Cl:1][C:2]1[CH:3]=[CH:4][C:5]([N:16]2[CH:20]=[C:19]([Si](C)(C)C)[N:18]=[N:17]2)=[C:6]([C:8]2[CH:13]=[C:12]([O:14][CH3:15])[N:11]=[CH:10][N:9]=2)[CH:7]=1.[C:25]([NH2:29])(=[O:28])C#C. No catalyst specified. The product is [Cl:1][C:2]1[CH:3]=[CH:4][C:5]([N:16]2[CH:20]=[C:19]([C:25]([NH2:29])=[O:28])[N:18]=[N:17]2)=[C:6]([C:8]2[CH:13]=[C:12]([O:14][CH3:15])[N:11]=[CH:10][N:9]=2)[CH:7]=1. The yield is 0.800. (2) The reactants are [Cl:1][C:2]1[CH:7]=[C:6]([CH:8]2[CH2:10][CH2:9]2)[CH:5]=[C:4]([CH3:11])[C:3]=1[N:12]=[C:13]=[S:14].Cl.[NH2:16][NH:17][C:18](N)=[NH:19].C(N(C(C)C)CC)(C)C. The catalyst is CN(C)C=O. The product is [NH2:19][C:18]1[N:12]([C:3]2[C:4]([CH3:11])=[CH:5][C:6]([CH:8]3[CH2:9][CH2:10]3)=[CH:7][C:2]=2[Cl:1])[C:13]([SH:14])=[N:16][N:17]=1. The yield is 0.660. (3) The reactants are [CH3:1][C@H:2]1[C:7](=[O:8])[O:6][CH2:5][C:4]([CH3:10])([CH3:9])[NH:3]1.[Cl:11][C:12]1[CH:17]=[CH:16][C:15]([Mg]Br)=[CH:14][CH:13]=1.[NH4+].[Cl-].CCOC(C)=O. The catalyst is C1COCC1. The product is [Cl:11][C:12]1[CH:17]=[CH:16][C:15]([C@:7]2([OH:8])[O:6][CH2:5][C:4]([CH3:10])([CH3:9])[NH:3][C@H:2]2[CH3:1])=[CH:14][CH:13]=1. The yield is 0.290. (4) The reactants are Br[C:2]1[C:7]([F:8])=[CH:6][CH:5]=[CH:4][C:3]=1[NH:9][C:10](=[O:14])[CH2:11][CH2:12][CH3:13].[CH3:15][C:16]([CH3:21])([CH3:20])[C:17]#[C:18]C. The catalyst is CCN(CC)CC.[Cu]I.Cl[Pd](Cl)([P](C1C=CC=CC=1)(C1C=CC=CC=1)C1C=CC=CC=1)[P](C1C=CC=CC=1)(C1C=CC=CC=1)C1C=CC=CC=1. The product is [CH3:15][C:16]([CH3:21])([CH3:20])[C:17]#[C:18][C:2]1[C:7]([F:8])=[CH:6][CH:5]=[CH:4][C:3]=1[NH:9][C:10](=[O:14])[CH2:11][CH2:12][CH3:13]. The yield is 0.550.